The task is: Predict the product of the given reaction.. This data is from Forward reaction prediction with 1.9M reactions from USPTO patents (1976-2016). (1) Given the reactants [OH:1][CH2:2][C:3]1[CH:8]=[C:7]([O:9][CH3:10])[CH:6]=[CH:5][C:4]=1[NH:11][CH:12]=[O:13].[Cr](O[Cr]([O-])(=O)=O)([O-])(=O)=O.[NH+]1C=CC=CC=1.[NH+]1C=CC=CC=1, predict the reaction product. The product is: [CH:2]([C:3]1[CH:8]=[C:7]([O:9][CH3:10])[CH:6]=[CH:5][C:4]=1[NH:11][CH:12]=[O:13])=[O:1]. (2) Given the reactants [C:1]1(=O)[CH2:4][CH2:3][CH2:2]1.C(O)(=O)C.[N:10]1([C:16]([O:18][C:19]([CH3:22])([CH3:21])[CH3:20])=[O:17])[CH2:15][CH2:14][NH:13][CH2:12][CH2:11]1.C([BH3-])#N.[Na+], predict the reaction product. The product is: [CH:1]1([N:13]2[CH2:12][CH2:11][N:10]([C:16]([O:18][C:19]([CH3:22])([CH3:21])[CH3:20])=[O:17])[CH2:15][CH2:14]2)[CH2:4][CH2:3][CH2:2]1. (3) The product is: [C:16]1([N:6]2[C:7]3[C:12](=[CH:11][CH:10]=[CH:9][CH:8]=3)[CH2:13][C:14]3[CH:1]=[CH:2][CH:3]=[CH:4][C:5]2=3)[CH:21]=[CH:20][CH:19]=[CH:18][CH:17]=1. Given the reactants [CH:1]1[C:14]2[CH2:13][C:12]3[C:7](=[CH:8][CH:9]=[CH:10][CH:11]=3)[NH:6][C:5]=2[CH:4]=[CH:3][CH:2]=1.Br[C:16]1[CH:21]=[CH:20][CH:19]=[CH:18][CH:17]=1.CC(C)([O-])C.[Na+], predict the reaction product. (4) The product is: [NH2:13][C:12]1[S:11][N:10]=[C:9]([CH3:21])[C:8]=1[C:6]([C:5]1[CH:22]=[CH:23][C:2]([Cl:1])=[CH:3][CH:4]=1)=[O:7]. Given the reactants [Cl:1][C:2]1[CH:23]=[CH:22][C:5]([C:6]([C:8]2[C:9]([CH3:21])=[N:10][S:11][C:12]=2[NH:13]C(=O)OC(C)(C)C)=[O:7])=[CH:4][CH:3]=1, predict the reaction product. (5) Given the reactants [CH2:1]([O:8][C:9]1[CH:10]=[C:11]([S:15][C:16]2[CH:21]=[CH:20][C:19]([CH2:22][CH2:23][CH2:24][CH:25]([NH:36]C(OC(C)(C)C)=O)[CH:26]=[CH:27][P:28](=[O:35])([O:32][CH2:33][CH3:34])[O:29][CH2:30][CH3:31])=[C:18]([Cl:44])[CH:17]=2)[CH:12]=[CH:13][CH:14]=1)[C:2]1[CH:7]=[CH:6][CH:5]=[CH:4][CH:3]=1.Cl, predict the reaction product. The product is: [ClH:44].[NH2:36][CH:25]([CH2:24][CH2:23][CH2:22][C:19]1[CH:20]=[CH:21][C:16]([S:15][C:11]2[CH:12]=[CH:13][CH:14]=[C:9]([O:8][CH2:1][C:2]3[CH:7]=[CH:6][CH:5]=[CH:4][CH:3]=3)[CH:10]=2)=[CH:17][C:18]=1[Cl:44])[CH:26]=[CH:27][P:28](=[O:35])([O:32][CH2:33][CH3:34])[O:29][CH2:30][CH3:31]. (6) Given the reactants CC1[N:3]([C:8]2[N:13]=[CH:12][C:11]([C:14]([C:18]3[CH:23]=[CH:22][C:21]([C:24]4[S:25][CH:26]=[CH:27][N:28]=4)=[CH:20][CH:19]=3)(O)[CH2:15][CH3:16])=[CH:10][CH:9]=2)C(C)=CC=1.Cl.[OH-].[Na+], predict the reaction product. The product is: [S:25]1[CH:26]=[CH:27][N:28]=[C:24]1[C:21]1[CH:20]=[CH:19][C:18](/[C:14](/[C:11]2[CH:10]=[CH:9][C:8]([NH2:3])=[N:13][CH:12]=2)=[CH:15]/[CH3:16])=[CH:23][CH:22]=1. (7) The product is: [Cl:18][C:12]1[CH:13]=[C:14]([Cl:17])[CH:15]=[CH:16][C:11]=1[C:10]([N:9]([C:20]1[CH:25]=[CH:24][C:23]([O:26][CH3:27])=[C:22]([O:28][CH3:29])[CH:21]=1)[C:7]1[S:8][C:4]2[CH:3]=[C:2]([NH:1][S:40]([CH3:39])(=[O:42])=[O:41])[CH:31]=[CH:30][C:5]=2[N:6]=1)=[O:19]. Given the reactants [NH2:1][C:2]1[CH:31]=[CH:30][C:5]2[N:6]=[C:7]([N:9]([C:20]3[CH:25]=[CH:24][C:23]([O:26][CH3:27])=[C:22]([O:28][CH3:29])[CH:21]=3)[C:10](=[O:19])[C:11]3[CH:16]=[CH:15][C:14]([Cl:17])=[CH:13][C:12]=3[Cl:18])[S:8][C:4]=2[CH:3]=1.CCN(CC)CC.[CH3:39][S:40](Cl)(=[O:42])=[O:41], predict the reaction product. (8) Given the reactants [OH:1][CH2:2][C:3]#[C:4][C:5]1[CH:6]=[C:7]([CH:10]=O)[S:8][CH:9]=1.[C:12]1([C@H:22]([NH2:24])[CH3:23])[C:21]2[C:16](=[CH:17][CH:18]=[CH:19][CH:20]=2)[CH:15]=[CH:14][CH:13]=1, predict the reaction product. The product is: [C:12]1([C@H:22]([NH:24][CH2:10][C:7]2[S:8][CH:9]=[C:5]([C:4]#[C:3][CH2:2][OH:1])[CH:6]=2)[CH3:23])[C:21]2[C:16](=[CH:17][CH:18]=[CH:19][CH:20]=2)[CH:15]=[CH:14][CH:13]=1. (9) The product is: [F:49][C:43]1[CH:44]=[CH:45][C:46]([F:48])=[CH:47][C:42]=1[C:23]1[S:22][C:21]([CH2:20][CH2:19][OH:18])([C:50]2[CH:51]=[CH:52][CH:53]=[CH:54][CH:55]=2)[N:25]([C:26]2[S:27][C:28]3[CH2:29][NH:30][CH2:31][CH2:32][C:33]=3[N:34]=2)[N:24]=1. Given the reactants [Si]([O:18][CH2:19][CH2:20][C:21]1([C:50]2[CH:55]=[CH:54][CH:53]=[CH:52][CH:51]=2)[N:25]([C:26]2[S:27][C:28]3[CH:29](C(OC(C)(C)C)=O)[NH:30][CH2:31][CH2:32][C:33]=3[N:34]=2)[N:24]=[C:23]([C:42]2[CH:47]=[C:46]([F:48])[CH:45]=[CH:44][C:43]=2[F:49])[S:22]1)(C(C)(C)C)(C1C=CC=CC=1)C1C=CC=CC=1.Cl.O1CCOCC1.O, predict the reaction product. (10) Given the reactants [CH3:1][CH:2]([CH3:24])[CH2:3][CH2:4][O:5][CH2:6][C:7]1[N:12]=[C:11]([NH2:13])[N:10]=[C:9]([NH2:14])[C:8]=1[C:15]1[CH:20]=[CH:19][C:18]([N+:21]([O-])=O)=[CH:17][CH:16]=1, predict the reaction product. The product is: [NH2:21][C:18]1[CH:17]=[CH:16][C:15]([C:8]2[C:9]([NH2:14])=[N:10][C:11]([NH2:13])=[N:12][C:7]=2[CH2:6][O:5][CH2:4][CH2:3][CH:2]([CH3:1])[CH3:24])=[CH:20][CH:19]=1.